This data is from Reaction yield outcomes from USPTO patents with 853,638 reactions. The task is: Predict the reaction yield, written as a fraction of the theoretical maximum amount of product (1.0 means a 100% yield; for example, 0.34 means a 34% yield). (1) The reactants are [Cl:1][C:2]1[C:3]([CH3:38])=[N:4][O:5][C:6]=1[N:7]([CH2:32][O:33][CH2:34][CH2:35][O:36][CH3:37])[S:8]([C:11]1[C:19]2[C:14](=[N:15][CH:16]=[CH:17][CH:18]=2)[S:13][C:12]=1[CH:20](O)[C:21]1[C:26]([O:27][CH3:28])=[CH:25][CH:24]=[CH:23][C:22]=1[O:29][CH3:30])(=[O:10])=[O:9].C([SiH](CC)CC)C.B(F)(F)F.CCOCC. The catalyst is C(Cl)Cl. The product is [Cl:1][C:2]1[C:3]([CH3:38])=[N:4][O:5][C:6]=1[N:7]([CH2:32][O:33][CH2:34][CH2:35][O:36][CH3:37])[S:8]([C:11]1[C:19]2[C:14](=[N:15][CH:16]=[CH:17][CH:18]=2)[S:13][C:12]=1[CH2:20][C:21]1[C:26]([O:27][CH3:28])=[CH:25][CH:24]=[CH:23][C:22]=1[O:29][CH3:30])(=[O:9])=[O:10]. The yield is 0.850. (2) The reactants are [CH:1]([C:4]1[S:5][CH:6]=[C:7]([C:9]([N:11]2[CH2:16][C:15]3([CH2:21][CH2:20][N:19](C(OC(C)(C)C)=O)[CH2:18][CH2:17]3)[O:14][CH2:13][CH2:12]2)=[O:10])[N:8]=1)([CH3:3])[CH3:2].[ClH:29]. The catalyst is CC(O)C.CC(OC)(C)C. The product is [ClH:29].[CH:1]([C:4]1[S:5][CH:6]=[C:7]([C:9]([N:11]2[CH2:16][C:15]3([CH2:17][CH2:18][NH:19][CH2:20][CH2:21]3)[O:14][CH2:13][CH2:12]2)=[O:10])[N:8]=1)([CH3:3])[CH3:2]. The yield is 0.970. (3) The reactants are [NH2:1][C:2]1[CH:11]=[CH:10][C:9]2[CH2:8][CH2:7][CH2:6][CH2:5][C:4]=2[C:3]=1[C:12]([O:14][CH3:15])=[O:13].[N+:16]([C:19]1[CH:24]=[CH:23][CH:22]=[CH:21][C:20]=1[S:25](Cl)(=[O:27])=[O:26])([O-:18])=[O:17]. The catalyst is N1C=CC=CC=1. The product is [N+:16]([C:19]1[CH:24]=[CH:23][CH:22]=[CH:21][C:20]=1[S:25]([NH:1][C:2]1[CH:11]=[CH:10][C:9]2[CH2:8][CH2:7][CH2:6][CH2:5][C:4]=2[C:3]=1[C:12]([O:14][CH3:15])=[O:13])(=[O:27])=[O:26])([O-:18])=[O:17]. The yield is 0.660.